From a dataset of Full USPTO retrosynthesis dataset with 1.9M reactions from patents (1976-2016). Predict the reactants needed to synthesize the given product. (1) Given the product [CH3:24][C:25]1[CH:26]=[CH:27][C:28]([S:31]([C:34]2[CH:35]=[C:36]([CH2:43][OH:44])[C:37]3[O:41][CH:40]=[CH:39][C:38]=3[CH:42]=2)(=[O:33])=[O:32])=[CH:29][CH:30]=1, predict the reactants needed to synthesize it. The reactants are: COC1C=CC(C)=CC=1S(C1C=C(CO)C2OC=CC=2C=1)(=O)=O.[CH3:24][C:25]1[CH:30]=[CH:29][C:28]([S:31]([C:34]2[CH:35]=[C:36]([C:43](OC)=[O:44])[C:37]3[O:41][CH:40]=[CH:39][C:38]=3[CH:42]=2)(=[O:33])=[O:32])=[CH:27][CH:26]=1. (2) Given the product [NH:1]1[CH2:12][CH2:11][CH2:10][CH2:9][CH2:8][CH2:7][CH2:6][CH2:5][CH2:4][CH2:3][C:2]1=[N:35][CH2:34][CH:33]([O:36][CH3:37])[O:32][CH3:31], predict the reactants needed to synthesize it. The reactants are: [NH:1]1[CH2:12][CH2:11][CH2:10][CH2:9][CH2:8][CH2:7][CH2:6][CH2:5][CH2:4][CH2:3][C:2]1=O.F[B-](F)(F)F.C([O+](CC)CC)C.C(=O)(O)[O-].[Na+].[CH3:31][O:32][CH:33]([O:36][CH3:37])[CH2:34][NH2:35].